This data is from Full USPTO retrosynthesis dataset with 1.9M reactions from patents (1976-2016). The task is: Predict the reactants needed to synthesize the given product. (1) The reactants are: [CH3:1][C:2]([CH3:30])([CH3:29])[CH:3]([OH:28])[CH2:4][O:5][C:6]1[CH:11]=[CH:10][C:9]([C:12]([C:17]2[CH:25]=[CH:24][C:20]([C:21]([OH:23])=[O:22])=[C:19]([CH3:26])[CH:18]=2)([CH2:15][CH3:16])[CH2:13][CH3:14])=[CH:8][C:7]=1[CH3:27].CC(OI1(OC(C)=O)(OC(C)=O)OC(=O)C2C=CC=CC1=2)=O. Given the product [CH3:30][C:2]([CH3:1])([CH3:29])[C:3](=[O:28])[CH2:4][O:5][C:6]1[CH:11]=[CH:10][C:9]([C:12]([C:17]2[CH:25]=[CH:24][C:20]([C:21]([OH:23])=[O:22])=[C:19]([CH3:26])[CH:18]=2)([CH2:15][CH3:16])[CH2:13][CH3:14])=[CH:8][C:7]=1[CH3:27], predict the reactants needed to synthesize it. (2) Given the product [CH2:26]([N:23]1[CH2:22][CH2:21][N:20]([C:17]2[CH:18]=[CH:19][C:14]([NH:13][C:11]([NH:10][C:4]3[CH:5]=[C:6]([CH3:9])[CH:7]=[CH:8][C:3]=3[O:2][CH3:1])=[O:12])=[CH:15][CH:16]=2)[CH2:25][CH2:24]1)[C:27]1[CH:32]=[CH:31][CH:30]=[CH:29][CH:28]=1, predict the reactants needed to synthesize it. The reactants are: [CH3:1][O:2][C:3]1[CH:8]=[CH:7][C:6]([CH3:9])=[CH:5][C:4]=1[NH:10][C:11]([NH:13][C:14]1[CH:19]=[CH:18][C:17]([N:20]2[CH2:25][CH2:24][NH:23][CH2:22][CH2:21]2)=[CH:16][CH:15]=1)=[O:12].[CH:26](=O)[C:27]1[CH:32]=[CH:31][CH:30]=[CH:29][CH:28]=1.O1CCCC1.[OH-].[Na+].